From a dataset of NCI-60 drug combinations with 297,098 pairs across 59 cell lines. Regression. Given two drug SMILES strings and cell line genomic features, predict the synergy score measuring deviation from expected non-interaction effect. (1) Drug 1: CC12CCC3C(C1CCC2=O)CC(=C)C4=CC(=O)C=CC34C. Drug 2: CCC1=C2CN3C(=CC4=C(C3=O)COC(=O)C4(CC)O)C2=NC5=C1C=C(C=C5)O. Cell line: CAKI-1. Synergy scores: CSS=44.7, Synergy_ZIP=-3.62, Synergy_Bliss=-4.16, Synergy_Loewe=-19.9, Synergy_HSA=-0.964. (2) Drug 1: C1C(C(OC1N2C=NC3=C(N=C(N=C32)Cl)N)CO)O. Drug 2: CC12CCC3C(C1CCC2O)C(CC4=C3C=CC(=C4)O)CCCCCCCCCS(=O)CCCC(C(F)(F)F)(F)F. Cell line: HCT116. Synergy scores: CSS=41.8, Synergy_ZIP=-5.43, Synergy_Bliss=-3.35, Synergy_Loewe=-3.44, Synergy_HSA=-3.32. (3) Drug 1: CCCCC(=O)OCC(=O)C1(CC(C2=C(C1)C(=C3C(=C2O)C(=O)C4=C(C3=O)C=CC=C4OC)O)OC5CC(C(C(O5)C)O)NC(=O)C(F)(F)F)O. Drug 2: CCN(CC)CCCC(C)NC1=C2C=C(C=CC2=NC3=C1C=CC(=C3)Cl)OC. Cell line: HT29. Synergy scores: CSS=43.9, Synergy_ZIP=-3.66, Synergy_Bliss=-2.24, Synergy_Loewe=-13.2, Synergy_HSA=-1.26. (4) Drug 1: C1=CC(=CC=C1CCCC(=O)O)N(CCCl)CCCl. Drug 2: CCC(=C(C1=CC=CC=C1)C2=CC=C(C=C2)OCCN(C)C)C3=CC=CC=C3.C(C(=O)O)C(CC(=O)O)(C(=O)O)O. Cell line: MDA-MB-435. Synergy scores: CSS=-5.63, Synergy_ZIP=-0.569, Synergy_Bliss=-2.26, Synergy_Loewe=-5.81, Synergy_HSA=-5.17. (5) Drug 1: C1C(C(OC1N2C=C(C(=O)NC2=O)F)CO)O. Drug 2: CC1=C2C(C(=O)C3(C(CC4C(C3C(C(C2(C)C)(CC1OC(=O)C(C(C5=CC=CC=C5)NC(=O)C6=CC=CC=C6)O)O)OC(=O)C7=CC=CC=C7)(CO4)OC(=O)C)O)C)OC(=O)C. Cell line: SNB-19. Synergy scores: CSS=12.2, Synergy_ZIP=-6.37, Synergy_Bliss=3.56, Synergy_Loewe=-8.21, Synergy_HSA=-2.60. (6) Drug 1: CC1=C(C(=O)C2=C(C1=O)N3CC4C(C3(C2COC(=O)N)OC)N4)N. Drug 2: C1C(C(OC1N2C=NC3=C2NC=NCC3O)CO)O. Cell line: A549. Synergy scores: CSS=2.53, Synergy_ZIP=-0.341, Synergy_Bliss=0.628, Synergy_Loewe=0.997, Synergy_HSA=0.147.